This data is from Catalyst prediction with 721,799 reactions and 888 catalyst types from USPTO. The task is: Predict which catalyst facilitates the given reaction. Reactant: Br[CH2:2][C:3]1[CH:10]=[CH:9][C:6]([C:7]#[N:8])=[CH:5][C:4]=1[Cl:11].[NH3:12].Cl. Product: [NH2:12][CH2:2][C:3]1[CH:10]=[CH:9][C:6]([C:7]#[N:8])=[CH:5][C:4]=1[Cl:11]. The catalyst class is: 5.